Predict the product of the given reaction. From a dataset of Forward reaction prediction with 1.9M reactions from USPTO patents (1976-2016). (1) Given the reactants [Cl:1][C:2]1[CH:7]=[CH:6][C:5]([N+:8]([O-])=O)=[CH:4][C:3]=1[C:11]1[O:12][C:13]2[CH:19]=[CH:18][C:17]([C:20]3[CH:25]=[CH:24][C:23]([O:26][CH:27]([CH3:29])[CH3:28])=[CH:22][CH:21]=3)=[CH:16][C:14]=2[N:15]=1.[NH4+].[Cl-], predict the reaction product. The product is: [Cl:1][C:2]1[CH:7]=[CH:6][C:5]([NH2:8])=[CH:4][C:3]=1[C:11]1[O:12][C:13]2[CH:19]=[CH:18][C:17]([C:20]3[CH:25]=[CH:24][C:23]([O:26][CH:27]([CH3:29])[CH3:28])=[CH:22][CH:21]=3)=[CH:16][C:14]=2[N:15]=1. (2) Given the reactants F[P-](F)(F)(F)(F)F.C[N+](C)=C(N(C)C)ON1C2N=CC=CC=2N=N1.Cl.[NH2:26][CH2:27][C:28]1[CH:29]=[C:30]([CH:42]=[CH:43][CH:44]=1)[O:31][C:32]1[CH:41]=[CH:40][C:35]([C:36]([O:38][CH3:39])=[O:37])=[CH:34][CH:33]=1.[NH2:45][C:46]1[N:55]=[C:54]([N:56]2[CH2:61][CH2:60][N:59]([CH3:62])[CH2:58][CH2:57]2)[C:53]2[C:48](=[CH:49][C:50]([C:63](O)=[O:64])=[CH:51][CH:52]=2)[N:47]=1.C(N(CC)C(C)C)(C)C, predict the reaction product. The product is: [NH2:45][C:46]1[N:55]=[C:54]([N:56]2[CH2:57][CH2:58][N:59]([CH3:62])[CH2:60][CH2:61]2)[C:53]2[C:48](=[CH:49][C:50]([C:63]([NH:26][CH2:27][C:28]3[CH:29]=[C:30]([CH:42]=[CH:43][CH:44]=3)[O:31][C:32]3[CH:41]=[CH:40][C:35]([C:36]([O:38][CH3:39])=[O:37])=[CH:34][CH:33]=3)=[O:64])=[CH:51][CH:52]=2)[N:47]=1. (3) Given the reactants [CH:1]1([C:4]2[CH:5]=[N:6][C:7]([NH:17][C:18]3[CH:26]=[CH:25][CH:24]=[C:23]4[C:19]=3[CH:20]=[CH:21][N:22]4[C:27]3[CH:32]=[CH:31][CH:30]=[CH:29][CH:28]=3)=[C:8]([CH:16]=2)[C:9]([O:11]C(C)(C)C)=[O:10])[CH2:3][CH2:2]1, predict the reaction product. The product is: [CH:1]1([C:4]2[CH:5]=[N:6][C:7]([NH:17][C:18]3[CH:26]=[CH:25][CH:24]=[C:23]4[C:19]=3[CH:20]=[CH:21][N:22]4[C:27]3[CH:32]=[CH:31][CH:30]=[CH:29][CH:28]=3)=[C:8]([CH:16]=2)[C:9]([OH:11])=[O:10])[CH2:2][CH2:3]1. (4) Given the reactants [CH2:1](N(CC)CC)C.[C:8](Cl)([CH3:11])([CH3:10])[CH3:9].[NH2:13][CH2:14][C:15]([OH:17])=[O:16].[CH:18]1[C:28]2[CH:27]=[CH:26][C:25]3[CH:29]=[CH:30][CH:31]=[CH:32][C:24]=3[C:23](=[C:33]3[CH2:38][CH2:37][NH:36][CH2:35][CH2:34]3)[C:22]=2[CH:21]=[CH:20][CH:19]=1.[OH2:39], predict the reaction product. The product is: [CH:18]1[C:28]2[CH:27]=[CH:26][C:25]3[CH:29]=[CH:30][CH:31]=[CH:32][C:24]=3[C:23](=[C:33]3[CH2:34][CH2:35][N:36]([C:1]([NH:13][CH2:14][C:15]([O:17][C:8]([CH3:11])([CH3:10])[CH3:9])=[O:16])=[O:39])[CH2:37][CH2:38]3)[C:22]=2[CH:21]=[CH:20][CH:19]=1. (5) The product is: [Cl:1][C:2]1[S:6][C:5]([C:7]([NH:9][C:10]2[C:11]([C:16]([OH:18])=[O:17])=[N:12][CH:13]=[CH:14][CH:15]=2)=[O:8])=[CH:4][CH:3]=1. Given the reactants [Cl:1][C:2]1[S:6][C:5]([C:7]([NH:9][C:10]2[C:11]([C:16]([O:18]C)=[O:17])=[N:12][CH:13]=[CH:14][CH:15]=2)=[O:8])=[CH:4][CH:3]=1.O.[OH-].[Li+], predict the reaction product. (6) Given the reactants [CH2:1]([O:8][CH2:9][C:10]([NH:12][C:13]1[CH:22]=[CH:21][C:20]([Br:23])=[CH:19][C:14]=1[C:15](OC)=[O:16])=[O:11])[C:2]1[CH:7]=[CH:6][CH:5]=[CH:4][CH:3]=1.C[Si]([N-][Si](C)(C)C)(C)C.[K+], predict the reaction product. The product is: [CH2:1]([O:8][C:9]1[C:10](=[O:11])[NH:12][C:13]2[C:14]([C:15]=1[OH:16])=[CH:19][C:20]([Br:23])=[CH:21][CH:22]=2)[C:2]1[CH:7]=[CH:6][CH:5]=[CH:4][CH:3]=1.